Task: Predict the product of the given reaction.. Dataset: Forward reaction prediction with 1.9M reactions from USPTO patents (1976-2016) (1) The product is: [Si:18]([O:15][CH2:14][C@@H:13]([NH:12][C:11]([C:9]1[N:10]=[C:6]([N:4]2[CH2:5][CH:2]([OH:1])[CH2:3]2)[S:7][CH:8]=1)=[O:17])[CH3:16])([C:21]([CH3:24])([CH3:23])[CH3:22])([CH3:20])[CH3:19]. Given the reactants [OH:1][CH:2]1[CH2:5][N:4]([C:6]2[S:7][CH:8]=[C:9]([C:11](=[O:17])[NH:12][C@@H:13]([CH3:16])[CH2:14][OH:15])[N:10]=2)[CH2:3]1.[Si:18](Cl)([C:21]([CH3:24])([CH3:23])[CH3:22])([CH3:20])[CH3:19].N1C=CN=C1, predict the reaction product. (2) The product is: [CH2:28]([C:16]1[CH:15]=[C:14]([C:20]([F:21])([F:23])[F:22])[C:13]2[N:12]([CH3:24])[C@H:11]3[CH2:25][CH2:26][NH:8][CH2:9][C@H:10]3[C:18]=2[CH:17]=1)[CH2:29][CH2:30][CH3:31]. Given the reactants C(OC([N:8]1[CH2:26][CH2:25][C@@H:11]2[N:12]([CH3:24])[C:13]3[C:14]([C:20]([F:23])([F:22])[F:21])=[CH:15][C:16](Br)=[CH:17][C:18]=3[C@@H:10]2[CH2:9]1)=O)(C)(C)C.[Br-].[CH2:28]([Zn+])[CH2:29][CH2:30][CH3:31], predict the reaction product. (3) Given the reactants [F:1][C:2]([F:44])([F:43])[C:3]1[CH:4]=[C:5]([CH:36]=[C:37]([C:39]([F:42])([F:41])[F:40])[CH:38]=1)[CH2:6][N:7]([C:29]1[N:34]=[CH:33][C:32](Br)=[CH:31][N:30]=1)[C@@H:8]1[CH2:12][N:11]([C:13]2[C:18]([Cl:19])=[CH:17][N:16]=[C:15]([N:20]3[CH2:25][CH2:24][CH:23]([OH:26])[CH2:22][CH2:21]3)[N:14]=2)[C@H:10]([CH2:27][CH3:28])[CH2:9]1.[NH:45]1[CH:49]=[CH:48][N:47]=[CH:46]1.C([O-])([O-])=O.[K+].[K+].CN(C)CC(O)=O.N.O, predict the reaction product. The product is: [F:1][C:2]([F:44])([F:43])[C:3]1[CH:4]=[C:5]([CH:36]=[C:37]([C:39]([F:42])([F:41])[F:40])[CH:38]=1)[CH2:6][N:7]([C:29]1[N:34]=[CH:33][C:32]([N:45]2[CH:49]=[CH:48][N:47]=[CH:46]2)=[CH:31][N:30]=1)[C@@H:8]1[CH2:12][N:11]([C:13]2[C:18]([Cl:19])=[CH:17][N:16]=[C:15]([N:20]3[CH2:25][CH2:24][CH:23]([OH:26])[CH2:22][CH2:21]3)[N:14]=2)[C@H:10]([CH2:27][CH3:28])[CH2:9]1. (4) Given the reactants [C:1]1([C:7]#[C:8][C:9]2[CH2:13][C:12]3([CH2:18][CH2:17][N:16](C(OC(C)(C)C)=O)[CH2:15][CH2:14]3)[O:11][N:10]=2)[CH:6]=[CH:5][CH:4]=[CH:3][CH:2]=1.FC(F)(F)C(O)=O.O.[OH-].[Na+], predict the reaction product. The product is: [C:1]1([C:7]#[C:8][C:9]2[CH2:13][C:12]3([CH2:18][CH2:17][NH:16][CH2:15][CH2:14]3)[O:11][N:10]=2)[CH:6]=[CH:5][CH:4]=[CH:3][CH:2]=1. (5) Given the reactants [CH:1]([C@@H:4]1[CH2:8][O:7][C:6](=[O:9])[N:5]1[C:10](=[O:18])[C@:11]([CH2:15][O:16][CH3:17])([CH3:14])[CH:12]=[CH2:13])([CH3:3])[CH3:2].Br[C:20]1[CH:29]=[C:28]2[C:23]([CH:24]=[CH:25][C:26]([C@H:30]([O:32][C:33](=[O:35])[CH3:34])[CH3:31])=[N:27]2)=[CH:22][CH:21]=1.C1(C)C=CC=CC=1P(C1C=CC=CC=1C)C1C=CC=CC=1C.C1(CNCC2CCCCC2)CCCCC1, predict the reaction product. The product is: [CH:1]([C@@H:4]1[CH2:8][O:7][C:6](=[O:9])[N:5]1[C:10](=[O:18])[C@:11]([CH2:15][O:16][CH3:17])([CH3:14])/[CH:12]=[CH:13]/[C:20]1[CH:29]=[C:28]2[C:23]([CH:24]=[CH:25][C:26]([C@H:30]([O:32][C:33](=[O:35])[CH3:34])[CH3:31])=[N:27]2)=[CH:22][CH:21]=1)([CH3:3])[CH3:2]. (6) Given the reactants [OH:1][CH2:2][CH2:3][CH:4]1[CH2:8][N:7]([CH2:9][C:10]2[CH:19]=[CH:18][C:17]3[C:12](=[CH:13][CH:14]=[CH:15][CH:16]=3)[CH:11]=2)[C:6](=[O:20])[N:5]1[CH2:21][C:22]1[CH:27]=[CH:26][C:25]([O:28][CH3:29])=[CH:24][CH:23]=1.N1C=CC=CC=1.[C:36]1([CH3:56])[CH:41]=[CH:40][C:39]([S:42](O[S:42]([C:39]2[CH:40]=[CH:41][C:36]([CH3:56])=[CH:37][CH:38]=2)(=[O:44])=[O:43])(=[O:44])=[O:43])=[CH:38][CH:37]=1.N#N, predict the reaction product. The product is: [CH3:29][O:28][C:25]1[CH:26]=[CH:27][C:22]([CH2:21][N:5]2[CH:4]([CH2:3][CH2:2][O:1][S:42]([C:39]3[CH:40]=[CH:41][C:36]([CH3:56])=[CH:37][CH:38]=3)(=[O:44])=[O:43])[CH2:8][N:7]([CH2:9][C:10]3[CH:19]=[CH:18][C:17]4[C:12](=[CH:13][CH:14]=[CH:15][CH:16]=4)[CH:11]=3)[C:6]2=[O:20])=[CH:23][CH:24]=1. (7) Given the reactants Cl.Cl.[NH:3]1[CH2:6][CH:5]([C:7]2[C:8]([O:30][CH3:31])=[C:9]([CH:15]([N:17]3[C:21]4=[N:22][CH:23]=[N:24][C:25]([NH2:26])=[C:20]4[C:19]([CH:27]([F:29])[F:28])=[N:18]3)[CH3:16])[CH:10]=[C:11]([Cl:14])[C:12]=2[F:13])[CH2:4]1.[CH3:32][C:33]([CH3:35])=O.C(N(CC)CC)C.C(O[BH-](OC(=O)C)OC(=O)C)(=O)C.[Na+], predict the reaction product. The product is: [Cl:14][C:11]1[C:12]([F:13])=[C:7]([CH:5]2[CH2:6][N:3]([CH:33]([CH3:35])[CH3:32])[CH2:4]2)[C:8]([O:30][CH3:31])=[C:9]([CH:15]([N:17]2[C:21]3=[N:22][CH:23]=[N:24][C:25]([NH2:26])=[C:20]3[C:19]([CH:27]([F:29])[F:28])=[N:18]2)[CH3:16])[CH:10]=1. (8) Given the reactants [Br:1][C:2]1[CH:7]=[CH:6][C:5]([NH:8][C:9]2[S:13][C:12]([C:14]([O:16][CH3:17])=[O:15])=[C:11]([O:18][C@@H:19]([C:21]3[CH:26]=[CH:25][CH:24]=[CH:23][C:22]=3[C:27]([F:30])([F:29])[F:28])[CH3:20])[CH:10]=2)=[C:4]([N+:31]([O-])=O)[CH:3]=1, predict the reaction product. The product is: [NH2:31][C:4]1[CH:3]=[C:2]([Br:1])[CH:7]=[CH:6][C:5]=1[NH:8][C:9]1[S:13][C:12]([C:14]([O:16][CH3:17])=[O:15])=[C:11]([O:18][C@@H:19]([C:21]2[CH:26]=[CH:25][CH:24]=[CH:23][C:22]=2[C:27]([F:29])([F:30])[F:28])[CH3:20])[CH:10]=1.